Dataset: Forward reaction prediction with 1.9M reactions from USPTO patents (1976-2016). Task: Predict the product of the given reaction. (1) Given the reactants [CH3:1][CH:2]1[CH2:6][CH2:5][CH:4]([CH3:7])[NH:3]1.[CH:8]1([C:11]2[N:16]=[C:15]([C:17]([NH:19][C:20]3[CH:28]=[N:27][CH:26]=[CH:25][C:21]=3[C:22](O)=[O:23])=[O:18])[C:14]([NH:29][C:30]3[CH:31]=[N:32][CH:33]=[N:34][CH:35]=3)=[CH:13][CH:12]=2)[CH2:10][CH2:9]1, predict the reaction product. The product is: [CH3:1][CH:2]1[CH2:6][CH2:5][CH:4]([CH3:7])[N:3]1[C:22]([C:21]1[CH:25]=[CH:26][N:27]=[CH:28][C:20]=1[NH:19][C:17]([C:15]1[C:14]([NH:29][C:30]2[CH:31]=[N:32][CH:33]=[N:34][CH:35]=2)=[CH:13][CH:12]=[C:11]([CH:8]2[CH2:10][CH2:9]2)[N:16]=1)=[O:18])=[O:23]. (2) Given the reactants [CH3:1][O:2][C:3]1[CH:8]=[CH:7][C:6]([CH:9]=[CH:10][C:11]([O:13][CH2:14][CH3:15])=[O:12])=[CH:5][CH:4]=1, predict the reaction product. The product is: [CH3:1][O:2][C:3]1[CH:4]=[CH:5][C:6]([CH2:9][CH2:10][C:11]([O:13][CH2:14][CH3:15])=[O:12])=[CH:7][CH:8]=1.